This data is from Reaction yield outcomes from USPTO patents with 853,638 reactions. The task is: Predict the reaction yield, written as a fraction of the theoretical maximum amount of product (1.0 means a 100% yield; for example, 0.34 means a 34% yield). (1) The reactants are C([O:3][C:4]([C:6]1[S:7][C:8]2[CH2:9][CH2:10][O:11][C:12]3[CH:19]=[CH:18][C:17]([F:20])=[CH:16][C:13]=3[C:14]=2[N:15]=1)=[O:5])C.[OH-].[Li+]. The catalyst is C1COCC1. The product is [F:20][C:17]1[CH:18]=[CH:19][C:12]2[O:11][CH2:10][CH2:9][C:8]3[S:7][C:6]([C:4]([OH:5])=[O:3])=[N:15][C:14]=3[C:13]=2[CH:16]=1. The yield is 1.00. (2) The reactants are [CH2:1]([O:3][C:4](=[O:12])[C@:5]([OH:11])([CH3:10])[C:6]([F:9])([F:8])[F:7])[CH3:2].[H-].[Na+].[Br:15][C:16]1[N:21]=[C:20]([C:22]2([CH3:37])[CH2:24][N:23]2[S:25]([C:28]2[CH:33]=[CH:32][CH:31]=[CH:30][C:29]=2[N+:34]([O-:36])=[O:35])(=[O:27])=[O:26])[C:19]([F:38])=[CH:18][CH:17]=1. The catalyst is CN(C=O)C. The product is [CH2:1]([O:3][C:4](=[O:12])[C@:5]([O:11][CH2:37][C:22]([C:20]1[C:19]([F:38])=[CH:18][CH:17]=[C:16]([Br:15])[N:21]=1)([NH:23][S:25]([C:28]1[CH:33]=[CH:32][CH:31]=[CH:30][C:29]=1[N+:34]([O-:36])=[O:35])(=[O:26])=[O:27])[CH3:24])([CH3:10])[C:6]([F:7])([F:8])[F:9])[CH3:2]. The yield is 0.260. (3) The reactants are [CH3:1][S:2]([C:5]1[CH:10]=[CH:9][C:8]([CH:11]([C:19]2[NH:23][C:22]([C:24]3[CH:29]=[C:28]([CH2:30][OH:31])[CH:27]=[CH:26][N:25]=3)=[CH:21][CH:20]=2)[CH2:12][CH:13]2[CH2:18][CH2:17][O:16][CH2:15][CH2:14]2)=[CH:7][CH:6]=1)(=[O:4])=[O:3].CC(OI1(OC(C)=O)(OC(C)=O)OC(=O)C2C=CC=CC1=2)=O. The catalyst is C(#N)C.C(OCC)(=O)C. The product is [CH3:1][S:2]([C:5]1[CH:10]=[CH:9][C:8]([CH:11]([C:19]2[NH:23][C:22]([C:24]3[CH:29]=[C:28]([CH:30]=[O:31])[CH:27]=[CH:26][N:25]=3)=[CH:21][CH:20]=2)[CH2:12][CH:13]2[CH2:14][CH2:15][O:16][CH2:17][CH2:18]2)=[CH:7][CH:6]=1)(=[O:4])=[O:3]. The yield is 0.830.